Dataset: Catalyst prediction with 721,799 reactions and 888 catalyst types from USPTO. Task: Predict which catalyst facilitates the given reaction. (1) Reactant: [CH2:1]([C:3]1[CH:4]=[C:5]([CH:16]=[CH:17][C:18]=1[O:19]C)[O:6][C:7]1[CH:12]=[CH:11][C:10]([C:13](=[O:15])[CH3:14])=[CH:9][CH:8]=1)[CH3:2].B(Br)(Br)Br. Product: [CH2:1]([C:3]1[CH:4]=[C:5]([CH:16]=[CH:17][C:18]=1[OH:19])[O:6][C:7]1[CH:12]=[CH:11][C:10]([C:13](=[O:15])[CH3:14])=[CH:9][CH:8]=1)[CH3:2]. The catalyst class is: 2. (2) Reactant: [CH2:1]([S:8][C:9]([CH3:44])([CH:39](OC)[O:40]C)[CH2:10][NH:11][C:12]([C:14]1[NH:15][C:16]2[C:21]([CH:22]=1)=[CH:20][C:19]([O:23][CH2:24][CH2:25][O:26][CH3:27])=[CH:18][C:17]=2[N:28]([CH3:38])[S:29]([C:32]1[CH:37]=[CH:36][CH:35]=[CH:34][N:33]=1)(=[O:31])=[O:30])=[O:13])[C:2]1[CH:7]=[CH:6][CH:5]=[CH:4][CH:3]=1.O. Product: [CH2:1]([S:8][C:9]([CH3:44])([CH:39]=[O:40])[CH2:10][NH:11][C:12]([C:14]1[NH:15][C:16]2[C:21]([CH:22]=1)=[CH:20][C:19]([O:23][CH2:24][CH2:25][O:26][CH3:27])=[CH:18][C:17]=2[N:28]([CH3:38])[S:29]([C:32]1[CH:37]=[CH:36][CH:35]=[CH:34][N:33]=1)(=[O:30])=[O:31])=[O:13])[C:2]1[CH:7]=[CH:6][CH:5]=[CH:4][CH:3]=1. The catalyst class is: 21. (3) Reactant: Br[CH:2]([C:16]1[CH:21]=[CH:20][CH:19]=[CH:18][CH:17]=1)[C:3]([C:5]1[CH:6]=[CH:7][C:8]2[O:13][CH2:12][C:11](=[O:14])[NH:10][C:9]=2[CH:15]=1)=O.[C:22]([NH2:25])(=[S:24])[CH3:23]. Product: [CH3:23][C:22]1[S:24][C:2]([C:16]2[CH:21]=[CH:20][CH:19]=[CH:18][CH:17]=2)=[C:3]([C:5]2[CH:6]=[CH:7][C:8]3[O:13][CH2:12][C:11](=[O:14])[NH:10][C:9]=3[CH:15]=2)[N:25]=1. The catalyst class is: 14. (4) The catalyst class is: 4. Reactant: [CH3:1][C:2]1[CH:3]=[C:4]([CH:23]=[C:24]([CH3:27])[C:25]=1[OH:26])[C:5]([NH:7][CH2:8][C:9]1[CH:14]=[CH:13][CH:12]=[C:11]([O:15][Si:16]([C:19]([CH3:22])([CH3:21])[CH3:20])([CH3:18])[CH3:17])[CH:10]=1)=[O:6].C(N(CC)CC)C.[F:35][C:36]([F:49])([F:48])[S:37](O[S:37]([C:36]([F:49])([F:48])[F:35])(=[O:39])=[O:38])(=[O:39])=[O:38]. Product: [F:35][C:36]([F:49])([F:48])[S:37]([O:26][C:25]1[C:2]([CH3:1])=[CH:3][C:4]([C:5]([NH:7][CH2:8][C:9]2[CH:14]=[CH:13][CH:12]=[C:11]([O:15][Si:16]([C:19]([CH3:22])([CH3:21])[CH3:20])([CH3:18])[CH3:17])[CH:10]=2)=[O:6])=[CH:23][C:24]=1[CH3:27])(=[O:39])=[O:38]. (5) Reactant: [C:1]([O:5][C:6]([N:8]1[CH2:12][C@H:11]([OH:13])[CH2:10][C@H:9]1[C:14]([O:16][CH3:17])=[O:15])=[O:7])([CH3:4])([CH3:3])[CH3:2].N1C=CN=C1.[Si:23](Cl)([C:26]([CH3:29])([CH3:28])[CH3:27])([CH3:25])[CH3:24]. Product: [Si:23]([O:13][C@H:11]1[CH2:12][N:8]([C:6]([O:5][C:1]([CH3:4])([CH3:3])[CH3:2])=[O:7])[C@H:9]([C:14]([O:16][CH3:17])=[O:15])[CH2:10]1)([C:26]([CH3:29])([CH3:28])[CH3:27])([CH3:25])[CH3:24]. The catalyst class is: 39. (6) Reactant: C[O:2][C:3](=[O:23])[CH2:4][N:5]1[C:9]([C:10]2[CH:15]=[CH:14][CH:13]=[CH:12][CH:11]=2)=[CH:8][CH:7]=[C:6]1[CH2:16][C:17]1[CH:22]=[CH:21][CH:20]=[CH:19][CH:18]=1.[Li+].[OH-]. Product: [CH2:16]([C:6]1[N:5]([CH2:4][C:3]([OH:23])=[O:2])[C:9]([C:10]2[CH:11]=[CH:12][CH:13]=[CH:14][CH:15]=2)=[CH:8][CH:7]=1)[C:17]1[CH:18]=[CH:19][CH:20]=[CH:21][CH:22]=1. The catalyst class is: 1.